Dataset: Catalyst prediction with 721,799 reactions and 888 catalyst types from USPTO. Task: Predict which catalyst facilitates the given reaction. (1) Reactant: C(OC([N:8]1[C:12]2[CH:13]=[CH:14][CH:15]=[CH:16][C:11]=2[N:10]=[C:9]1[CH2:17][N:18]([CH2:29][C:30]1[CH:35]=[CH:34][C:33]([CH2:36][NH:37]C(OC(C)(C)C)=O)=[CH:32][CH:31]=1)[CH:19]1[CH2:28][C:27]2[N:26]=[CH:25][CH:24]=[CH:23][C:22]=2[CH2:21][CH2:20]1)=O)(C)(C)C.C(O)(C(F)(F)F)=O. Product: [NH2:37][CH2:36][C:33]1[CH:32]=[CH:31][C:30]([CH2:29][N:18]([CH2:17][C:9]2[NH:8][C:12]3[CH:13]=[CH:14][CH:15]=[CH:16][C:11]=3[N:10]=2)[CH:19]2[CH2:28][C:27]3[N:26]=[CH:25][CH:24]=[CH:23][C:22]=3[CH2:21][CH2:20]2)=[CH:35][CH:34]=1. The catalyst class is: 2. (2) Reactant: C1[O:18][CH2:17][CH2:16]OCCOCCOCCOCCOC1.C([O-])(=O)C.[K+].[Cl:24][C:25]1[CH:32]=[CH:31]C=C(F)[C:26]=1[C:27]#[N:28].[OH-].[Na+]. Product: [Cl:24][C:25]1[C:26]([C:27]#[N:28])=[C:17]([OH:18])[CH:16]=[CH:31][CH:32]=1. The catalyst class is: 47. (3) Product: [Br:8][C:5]1[CH:6]=[CH:7][C:2]([NH:1][S:27]([C:23]2[CH:24]=[CH:25][CH:26]=[C:21]([C:16]3[CH:17]=[CH:18][C:19]([Cl:20])=[C:14]([Cl:13])[CH:15]=3)[CH:22]=2)(=[O:29])=[O:28])=[C:3]([S:9]([NH2:12])(=[O:11])=[O:10])[CH:4]=1. Reactant: [NH2:1][C:2]1[CH:7]=[CH:6][C:5]([Br:8])=[CH:4][C:3]=1[S:9]([NH2:12])(=[O:11])=[O:10].[Cl:13][C:14]1[CH:15]=[C:16]([C:21]2[CH:22]=[C:23]([S:27](Cl)(=[O:29])=[O:28])[CH:24]=[CH:25][CH:26]=2)[CH:17]=[CH:18][C:19]=1[Cl:20]. The catalyst class is: 17. (4) Product: [I:36][C:33]1[CH:32]=[CH:31][C:30]([C:28]([N:27]([CH3:37])[C:21]([CH3:26])([C:18]([NH:17][O:16][CH:11]2[CH2:12][CH2:13][CH2:14][CH2:15][O:10]2)=[O:19])[C:22]([NH:24][CH3:25])=[O:23])=[O:29])=[CH:35][CH:34]=1. The catalyst class is: 136. Reactant: CCN(C(C)C)C(C)C.[O:10]1[CH2:15][CH2:14][CH2:13][CH2:12][CH:11]1[O:16][NH2:17].[C:18]([C:21]([N:27]([CH3:37])[C:28]([C:30]1[CH:35]=[CH:34][C:33]([I:36])=[CH:32][CH:31]=1)=[O:29])([CH3:26])[C:22]([NH:24][CH3:25])=[O:23])(O)=[O:19].CN(C(ON1N=NC2C=CC=NC1=2)=[N+](C)C)C.F[P-](F)(F)(F)(F)F. (5) Reactant: [C:1]([O:5][C:6]([NH:8][C:9](=[N:38][C:39]([O:41][C:42]([CH3:45])([CH3:44])[CH3:43])=[O:40])[NH:10][C:11]1[CH:37]=[CH:36][C:14]([C:15]([O:17][C:18]2[CH:23]=[CH:22][C:21]([CH2:24][C:25]([O:27]CC3C=CC=CC=3)=[O:26])=[CH:20][C:19]=2[Cl:35])=[O:16])=[CH:13][CH:12]=1)=[O:7])([CH3:4])([CH3:3])[CH3:2]. Product: [C:42]([O:41][C:39]([NH:38][C:9](=[N:8][C:6]([O:5][C:1]([CH3:4])([CH3:3])[CH3:2])=[O:7])[NH:10][C:11]1[CH:37]=[CH:36][C:14]([C:15]([O:17][C:18]2[CH:23]=[CH:22][C:21]([CH2:24][C:25]([OH:27])=[O:26])=[CH:20][C:19]=2[Cl:35])=[O:16])=[CH:13][CH:12]=1)=[O:40])([CH3:44])([CH3:45])[CH3:43]. The catalyst class is: 457. (6) Reactant: C[C@@H](O)[C@@H:25]1NC(=O)[C@H:29]([CH2:33][CH2:34]N)[NH:28][C:26](=[O:27])[C@H:25](CCN)NC(=O)[C@H](CC(C)C)NC(=O)[C@@H:29]([CH2:33][C:34]2C=CC=CC=2)[NH:28][C:26](=[O:27])[C@H:25](CCN)NC(=O)[C@@H:34](NC([C@@H](N)CCN)=O)[CH2:33][CH2:29][NH:28][C:26]1=[O:27].OS(O)(=O)=O.CN(C([O:74]N1N=NC2C=CC=NC1=2)=[N+](C)C)C.F[P-](F)(F)(F)(F)F.C(N(CC)C(C)C)(C)C.[CH3:100][C:101]([CH3:121])=[CH:102][CH2:103][CH2:104]/[C:105](/[CH3:120])=[CH:106]/[CH2:107][CH2:108]/[C:109](/[CH3:119])=[CH:110]/[CH2:111][S:112][CH2:113][C@H:114]([NH2:118])[C:115]([OH:117])=[O:116]. Product: [C:26]([NH:28][CH2:29][CH2:33][C:34]([NH:118][C@@H:114]([CH2:113][S:112][CH2:111]/[CH:110]=[C:109](\[CH3:119])/[CH2:108][CH2:107]/[CH:106]=[C:105](\[CH3:120])/[CH2:104][CH2:103][CH:102]=[C:101]([CH3:121])[CH3:100])[C:115]([OH:117])=[O:116])=[O:74])(=[O:27])[CH3:25]. The catalyst class is: 2.